From a dataset of Forward reaction prediction with 1.9M reactions from USPTO patents (1976-2016). Predict the product of the given reaction. (1) The product is: [NH2:1][C:2]1[C:12]([C:32]#[N:33])=[C:11]([CH2:14][N:15]2[CH2:19][CH2:18][C@@H:17]([NH:20][C:21]([O:23][C:24]([CH3:27])([CH3:26])[CH3:25])=[O:22])[CH2:16]2)[C:10]([C:28]([F:31])([F:30])[F:29])=[CH:9][C:3]=1[C:4]([O:6][CH2:7][CH3:8])=[O:5]. Given the reactants [NH2:1][C:2]1[C:12](Br)=[C:11]([CH2:14][N:15]2[CH2:19][CH2:18][C@@H:17]([NH:20][C:21]([O:23][C:24]([CH3:27])([CH3:26])[CH3:25])=[O:22])[CH2:16]2)[C:10]([C:28]([F:31])([F:30])[F:29])=[CH:9][C:3]=1[C:4]([O:6][CH2:7][CH3:8])=[O:5].[CH3:32][N:33](C=O)C, predict the reaction product. (2) Given the reactants [Cl:1][C:2]1[CH:3]=[C:4]2[C:8](=[C:9]([F:11])[CH:10]=1)[NH:7][C:6]([CH2:12][OH:13])=[CH:5]2.[C:14]([Si:18](Cl)([CH3:20])[CH3:19])([CH3:17])([CH3:16])[CH3:15].N1C=CN=C1, predict the reaction product. The product is: [Si:18]([O:13][CH2:12][C:6]1[NH:7][C:8]2[C:4]([CH:5]=1)=[CH:3][C:2]([Cl:1])=[CH:10][C:9]=2[F:11])([C:14]([CH3:17])([CH3:16])[CH3:15])([CH3:20])[CH3:19]. (3) The product is: [ClH:27].[F:25][C:2]([F:1])([F:26])[C:3]1[CH:8]=[CH:7][N:6]=[C:5]([O:9][CH2:10][CH:11]2[CH2:16][CH:15]3[NH:17][CH:12]2[CH2:13][CH2:14]3)[N:4]=1. Given the reactants [F:1][C:2]([F:26])([F:25])[C:3]1[CH:8]=[CH:7][N:6]=[C:5]([O:9][CH2:10][CH:11]2[CH2:16][CH:15]3[N:17](C(OC(C)(C)C)=O)[CH:12]2[CH2:13][CH2:14]3)[N:4]=1.[ClH:27], predict the reaction product. (4) Given the reactants [F:1][C:2]1[CH:7]=[C:6]([I:8])[CH:5]=[CH:4][C:3]=1[N:9]1[C:20]2[C:12](=[C:13]3[N:17]([C:18](=[O:22])[C:19]=2[CH3:21])[CH2:16][CH2:15][CH2:14]3)[NH:11][C:10]1=[O:23].[H-].[Na+].[CH2:26]([C:29]1([S:32](Cl)(=[O:34])=[O:33])[CH2:31][CH2:30]1)[CH:27]=[CH2:28], predict the reaction product. The product is: [CH2:26]([C:29]1([S:32]([N:11]2[C:12]3[C:20](=[C:19]([CH3:21])[C:18](=[O:22])[N:17]4[C:13]=3[CH2:14][CH2:15][CH2:16]4)[N:9]([C:3]3[CH:4]=[CH:5][C:6]([I:8])=[CH:7][C:2]=3[F:1])[C:10]2=[O:23])(=[O:34])=[O:33])[CH2:31][CH2:30]1)[CH:27]=[CH2:28]. (5) Given the reactants [NH2:1][CH2:2][C:3]1[CH:11]=[CH:10][C:6]([C:7]([OH:9])=[O:8])=[CH:5][CH:4]=1.N1C=CC=CC=1.[C:18](Cl)(=[O:21])[CH:19]=[CH2:20].C(Cl)(Cl)Cl.CO, predict the reaction product. The product is: [C:18]([NH:1][CH2:2][C:3]1[CH:4]=[CH:5][C:6]([C:7]([OH:9])=[O:8])=[CH:10][CH:11]=1)(=[O:21])[CH:19]=[CH2:20]. (6) Given the reactants C(OC([N:8]1[CH2:13][C:12](=[O:14])[N:11]([C:15]2[CH:20]=[CH:19][C:18]([C:21](=[O:31])[NH:22][CH2:23][CH2:24][C:25]3[CH:30]=[CH:29][CH:28]=[CH:27][CH:26]=3)=[CH:17][CH:16]=2)[C@@H:10]([CH2:32][O:33][C:34]2[CH:43]=[CH:42][C:41]3[C:36](=[CH:37][CH:38]=[CH:39][CH:40]=3)[CH:35]=2)[CH2:9]1)=O)(C)(C)C.C(Cl)(=O)C, predict the reaction product. The product is: [CH:35]1[C:36]2[C:41](=[CH:40][CH:39]=[CH:38][CH:37]=2)[CH:42]=[CH:43][C:34]=1[O:33][CH2:32][C@H:10]1[CH2:9][NH:8][CH2:13][C:12](=[O:14])[N:11]1[C:15]1[CH:20]=[CH:19][C:18]([C:21]([NH:22][CH2:23][CH2:24][C:25]2[CH:30]=[CH:29][CH:28]=[CH:27][CH:26]=2)=[O:31])=[CH:17][CH:16]=1. (7) Given the reactants ClC1C(Cl)=CC(O)=C(OC)C=1.C(C1OC1)Cl.C([O-])([O-])=O.[K+].[K+].[F:23][C:24]([F:42])([F:41])[C:25]1[CH:30]=[CH:29][C:28]([C:31]2[CH:32]=[CH:33][C:34]3[N:35]([C:37](=[O:40])[NH:38][N:39]=3)[CH:36]=2)=[CH:27][CH:26]=1.[Cl:43][C:44]1[C:54]([Cl:55])=[CH:53][C:47]([O:48][CH2:49][CH:50]2[CH2:52][O:51]2)=[C:46]([O:56][CH3:57])[CH:45]=1, predict the reaction product. The product is: [Cl:43][C:44]1[C:54]([Cl:55])=[CH:53][C:47]([O:48][CH2:49][CH:50]([OH:51])[CH2:52][N:38]2[C:37](=[O:40])[N:35]3[CH:36]=[C:31]([C:28]4[CH:29]=[CH:30][C:25]([C:24]([F:23])([F:41])[F:42])=[CH:26][CH:27]=4)[CH:32]=[CH:33][C:34]3=[N:39]2)=[C:46]([O:56][CH3:57])[CH:45]=1. (8) Given the reactants Cl[C:2]1[N:7]=[C:6]([Cl:8])[N:5]=[C:4]([NH:9][CH2:10][C:11]2[CH:16]=[CH:15][CH:14]=[CH:13][C:12]=2[O:17][CH3:18])[N:3]=1.CCN(CC)CC.CCN(C(C)C)C(C)C.[O:35]([CH2:42][CH2:43][NH2:44])[C:36]1[CH:41]=[CH:40][CH:39]=[CH:38][CH:37]=1, predict the reaction product. The product is: [Cl:8][C:6]1[N:5]=[C:4]([NH:9][CH2:10][C:11]2[CH:16]=[CH:15][CH:14]=[CH:13][C:12]=2[O:17][CH3:18])[N:3]=[C:2]([NH:44][CH2:43][CH2:42][O:35][C:36]2[CH:41]=[CH:40][CH:39]=[CH:38][CH:37]=2)[N:7]=1. (9) Given the reactants [C:1]([O:5][C@@H:6]([C:10]1[C:19]([CH3:20])=[CH:18][C:17]2[C:12](=[CH:13][CH:14]=[C:15]([C:21]3C=CN=CC=3)[CH:16]=2)[C:11]=1[C:27]1[CH:32]=[CH:31][C:30]([Cl:33])=[CH:29][CH:28]=1)[C:7]([OH:9])=[O:8])([CH3:4])([CH3:3])[CH3:2].CC1CC2C(=CC=C(C)C=2)C(=O)C1.[BH4-].[Na+], predict the reaction product. The product is: [C:1]([O:5][CH:6]([C:10]1[C:19]([CH3:20])=[CH:18][C:17]2[C:12](=[CH:13][CH:14]=[C:15]([CH3:21])[CH:16]=2)[C:11]=1[C:27]1[CH:28]=[CH:29][C:30]([Cl:33])=[CH:31][CH:32]=1)[C:7]([OH:9])=[O:8])([CH3:4])([CH3:2])[CH3:3]. (10) The product is: [CH3:1][S:2]([N:8]1[CH2:9][CH2:10][CH:11]([CH2:14][CH2:15][NH:16][C:17]2[N:18]([CH2:31][CH2:32][CH3:33])[N:19]=[C:20]3[C:29]=2[C:28]2[CH:27]=[CH:26][CH:25]=[CH:24][C:23]=2[N:22]=[C:21]3[NH2:30])[CH2:12][CH2:13]1)(=[O:4])=[O:3]. Given the reactants [CH3:1][S:2](Cl)(=[O:4])=[O:3].Cl.Cl.[NH:8]1[CH2:13][CH2:12][CH:11]([CH2:14][CH2:15][NH:16][C:17]2[N:18]([CH2:31][CH2:32][CH3:33])[N:19]=[C:20]3[C:29]=2[C:28]2[CH:27]=[CH:26][CH:25]=[CH:24][C:23]=2[N:22]=[C:21]3[NH2:30])[CH2:10][CH2:9]1.C(N(CC)CC)C, predict the reaction product.